This data is from Forward reaction prediction with 1.9M reactions from USPTO patents (1976-2016). The task is: Predict the product of the given reaction. (1) Given the reactants [NH2:1][C:2]1[CH:7]=[CH:6][CH:5]=[CH:4][N:3]=1.[CH:8]1([CH2:14][C@H:15]([N:19]2[C:23](=[O:24])[C@H:22]([CH2:25][CH:26]3[CH2:31][CH2:30][CH2:29][CH2:28][CH2:27]3)[NH:21][C:20]2=[O:32])[C:16](O)=[O:17])[CH2:13][CH2:12][CH2:11][CH2:10][CH2:9]1, predict the reaction product. The product is: [CH:8]1([CH2:14][C@H:15]([N:19]2[C:23](=[O:24])[C@H:22]([CH2:25][CH:26]3[CH2:27][CH2:28][CH2:29][CH2:30][CH2:31]3)[NH:21][C:20]2=[O:32])[C:16]([NH:1][C:2]2[CH:7]=[CH:6][CH:5]=[CH:4][N:3]=2)=[O:17])[CH2:9][CH2:10][CH2:11][CH2:12][CH2:13]1. (2) Given the reactants [Cl:1][C:2]1[CH:16]=[CH:15][CH:14]=[CH:13][C:3]=1[CH:4]=[C:5]([C:10]([CH3:12])=O)[C:6]([O:8][CH3:9])=[O:7].[NH2:17]/[C:18](/[CH2:25][O:26][CH2:27][CH2:28][N:29]1[C:33](=[O:34])[C:32]2=[CH:35][CH:36]=[CH:37][CH:38]=[C:31]2[C:30]1=[O:39])=[CH:19]\[C:20]([O:22][CH2:23][CH3:24])=[O:21].CO, predict the reaction product. The product is: [CH3:24][CH2:23][O:22][C:20]([C:19]1[CH:4]([C:3]2[C:2]([Cl:1])=[CH:16][CH:15]=[CH:14][CH:13]=2)[C:5]([C:6]([O:8][CH3:9])=[O:7])=[C:10]([CH3:12])[NH:17][C:18]=1[CH2:25][O:26][CH2:27][CH2:28][N:29]1[C:30](=[O:39])[C:31]2[C:32](=[CH:35][CH:36]=[CH:37][CH:38]=2)[C:33]1=[O:34])=[O:21].